Dataset: NCI-60 drug combinations with 297,098 pairs across 59 cell lines. Task: Regression. Given two drug SMILES strings and cell line genomic features, predict the synergy score measuring deviation from expected non-interaction effect. (1) Drug 1: COC1=CC(=CC(=C1O)OC)C2C3C(COC3=O)C(C4=CC5=C(C=C24)OCO5)OC6C(C(C7C(O6)COC(O7)C8=CC=CS8)O)O. Drug 2: C1CN1P(=S)(N2CC2)N3CC3. Cell line: MDA-MB-435. Synergy scores: CSS=-2.03, Synergy_ZIP=-3.05, Synergy_Bliss=-5.34, Synergy_Loewe=-12.5, Synergy_HSA=-7.58. (2) Drug 1: CC(C)CN1C=NC2=C1C3=CC=CC=C3N=C2N. Drug 2: CC1C(C(CC(O1)OC2CC(CC3=C2C(=C4C(=C3O)C(=O)C5=CC=CC=C5C4=O)O)(C(=O)C)O)N)O. Cell line: SW-620. Synergy scores: CSS=38.6, Synergy_ZIP=-0.925, Synergy_Bliss=-1.30, Synergy_Loewe=-13.0, Synergy_HSA=0.254.